Regression/Classification. Given a drug SMILES string, predict its absorption, distribution, metabolism, or excretion properties. Task type varies by dataset: regression for continuous measurements (e.g., permeability, clearance, half-life) or binary classification for categorical outcomes (e.g., BBB penetration, CYP inhibition). Dataset: cyp1a2_veith. From a dataset of CYP1A2 inhibition data for predicting drug metabolism from PubChem BioAssay. (1) The drug is COc1cnc(NS(=O)(=O)c2ccc(N)cc2)nc1. The result is 0 (non-inhibitor). (2) The molecule is Cc1ccccc1NC(=S)NN1CCN(C)CC1. The result is 0 (non-inhibitor).